This data is from Catalyst prediction with 721,799 reactions and 888 catalyst types from USPTO. The task is: Predict which catalyst facilitates the given reaction. (1) Reactant: [CH:1]([OH:3])=O.C(OC(=O)C)(=O)C.[OH:11][NH:12][CH:13]([CH2:23][S:24]([N:27]1[CH2:32][CH2:31][N:30]([C:33]2[CH:38]=[CH:37][C:36]([C:39]#[C:40][C:41]3[CH:46]=[CH:45][C:44]([C:47]([F:50])([F:49])[F:48])=[CH:43][N:42]=3)=[CH:35][N:34]=2)[CH2:29][CH2:28]1)(=[O:26])=[O:25])[CH2:14][CH2:15][CH2:16][C:17]1[N:22]=[CH:21][CH:20]=[CH:19][N:18]=1. Product: [OH:11][N:12]([CH:13]([CH2:23][S:24]([N:27]1[CH2:28][CH2:29][N:30]([C:33]2[CH:38]=[CH:37][C:36]([C:39]#[C:40][C:41]3[CH:46]=[CH:45][C:44]([C:47]([F:50])([F:49])[F:48])=[CH:43][N:42]=3)=[CH:35][N:34]=2)[CH2:31][CH2:32]1)(=[O:26])=[O:25])[CH2:14][CH2:15][CH2:16][C:17]1[N:18]=[CH:19][CH:20]=[CH:21][N:22]=1)[CH:1]=[O:3]. The catalyst class is: 1. (2) Reactant: F[C:2]1[CH:3]=[C:4]([OH:10])[CH:5]=[C:6]([F:9])[C:7]=1[F:8].[NH:11]1[CH2:16][CH2:15][NH:14][CH2:13][CH2:12]1. Product: [F:9][C:6]1[CH:5]=[C:4]([OH:10])[CH:3]=[C:2]([N:11]2[CH2:16][CH2:15][NH:14][CH2:13][CH2:12]2)[C:7]=1[F:8]. The catalyst class is: 60. (3) Reactant: [CH3:1][C:2]1[CH:7]=[C:6]([O:8][CH2:9][C@@H:10]2[CH2:14][CH2:13][O:12][CH2:11]2)[CH:5]=[C:4]([CH3:15])[C:3]=1[C:16]1[CH:21]=[CH:20][CH:19]=[C:18]([CH2:22][O:23][C:24]2[CH:29]=[CH:28][C:27]([C:30]3([CH2:34][C:35]([O:37]CC)=[O:36])[CH2:33][O:32][CH2:31]3)=[CH:26][CH:25]=2)[CH:17]=1. Product: [CH3:15][C:4]1[CH:5]=[C:6]([O:8][CH2:9][CH:10]2[CH2:14][CH2:13][O:12][CH2:11]2)[CH:7]=[C:2]([CH3:1])[C:3]=1[C:16]1[CH:21]=[CH:20][CH:19]=[C:18]([CH2:22][O:23][C:24]2[CH:29]=[CH:28][C:27]([C:30]3([CH2:34][C:35]([OH:37])=[O:36])[CH2:33][O:32][CH2:31]3)=[CH:26][CH:25]=2)[CH:17]=1.[CH3:15][C:4]1[CH:5]=[C:6]([O:8][CH2:9][C@@H:10]2[CH2:14][CH2:13][O:12][CH2:11]2)[CH:7]=[C:2]([CH3:1])[C:3]=1[C:16]1[CH:21]=[CH:20][CH:19]=[C:18]([CH2:22][O:23][C:24]2[CH:29]=[CH:28][C:27]([C:30]3([CH2:34][C:35]([OH:37])=[O:36])[CH2:33][O:32][CH2:31]3)=[CH:26][CH:25]=2)[CH:17]=1. The catalyst class is: 36. (4) Reactant: [H-].[Al+3].[Li+].[H-].[H-].[H-].C([O:9][C:10](=O)[CH2:11][C:12]1[CH:17]=[CH:16][CH:15]=[C:14]([NH:18][S:19]([C:22]2[S:26][C:25]3[CH:27]=[CH:28][C:29]([Cl:31])=[CH:30][C:24]=3[C:23]=2[CH3:32])(=[O:21])=[O:20])[N:13]=1)C. Product: [OH:9][CH2:10][CH2:11][C:12]1[N:13]=[C:14]([NH:18][S:19]([C:22]2[S:26][C:25]3[CH:27]=[CH:28][C:29]([Cl:31])=[CH:30][C:24]=3[C:23]=2[CH3:32])(=[O:20])=[O:21])[CH:15]=[CH:16][CH:17]=1. The catalyst class is: 7. (5) Reactant: [C:1]1([C:7](=O)[CH2:8][C:9]2[CH:14]=[CH:13][CH:12]=[CH:11][CH:10]=2)[CH:6]=[CH:5][CH:4]=[CH:3][CH:2]=1.[N:16]1[NH:17][N:18]=[N:19][C:20]=1[C:21]1[CH:28]=[CH:27][C:24]([CH:25]=O)=[CH:23][CH:22]=1.[NH2:29][C:30]([NH2:32])=[O:31].Cl. Product: [N:16]1[NH:17][N:18]=[N:19][C:20]=1[C:21]1[CH:28]=[CH:27][C:24]([CH:25]2[C:8]([C:9]3[CH:14]=[CH:13][CH:12]=[CH:11][CH:10]=3)=[C:7]([C:1]3[CH:6]=[CH:5][CH:4]=[CH:3][CH:2]=3)[NH:32][C:30](=[O:31])[NH:29]2)=[CH:23][CH:22]=1. The catalyst class is: 14.